From a dataset of Reaction yield outcomes from USPTO patents with 853,638 reactions. Predict the reaction yield, written as a fraction of the theoretical maximum amount of product (1.0 means a 100% yield; for example, 0.34 means a 34% yield). (1) The reactants are [CH2:1]([N:3]([CH2:16][CH3:17])[C:4](=[O:15])[CH2:5][C:6]1[CH:11]=[CH:10][CH:9]=[CH:8][C:7]=1[N+:12]([O-])=O)[CH3:2].[CH:18]([Mg]Br)=[CH2:19].[Cl-].[NH4+]. The catalyst is O1CCCC1. The product is [CH2:1]([N:3]([CH2:16][CH3:17])[C:4](=[O:15])[CH2:5][C:6]1[CH:11]=[CH:10][CH:9]=[C:8]2[C:7]=1[NH:12][CH:19]=[CH:18]2)[CH3:2]. The yield is 0.0500. (2) The product is [NH:35]([C:42]1[N:43]([C:55]2[CH:60]=[CH:59][CH:58]=[CH:57][CH:56]=2)[C:44]2[C:49]([C:50](=[O:52])[CH:51]=1)=[C:48]([C:63](=[O:64])[C:62]([F:68])([F:67])[F:61])[C:47]([F:53])=[C:46]([Cl:54])[N:45]=2)[C:36]1[CH:41]=[CH:40][CH:39]=[CH:38][CH:37]=1. The yield is 0.560. The catalyst is C1COCC1. The reactants are [Li]N1C(C)(C)CCCC1(C)C.CC1CCCN(C)C1(C)C.CN(CCN(C)C)C.[Li]CCCC.[NH:35]([C:42]1[N:43]([C:55]2[CH:60]=[CH:59][CH:58]=[CH:57][CH:56]=2)[C:44]2[C:49]([C:50](=[O:52])[CH:51]=1)=[CH:48][C:47]([F:53])=[C:46]([Cl:54])[N:45]=2)[C:36]1[CH:41]=[CH:40][CH:39]=[CH:38][CH:37]=1.[F:61][C:62]([F:68])([F:67])[C:63](OC)=[O:64].